From a dataset of Forward reaction prediction with 1.9M reactions from USPTO patents (1976-2016). Predict the product of the given reaction. (1) Given the reactants [NH2:1][C:2]1[CH:7]=[CH:6][C:5]([CH3:8])=[C:4]([OH:9])[CH:3]=1.[N:10]([O-])=O.[Na+].[Sn](Cl)[Cl:15], predict the reaction product. The product is: [ClH:15].[NH:1]([C:2]1[CH:7]=[CH:6][C:5]([CH3:8])=[C:4]([OH:9])[CH:3]=1)[NH2:10]. (2) Given the reactants [NH2:1][C:2]1[N:7]=[C:6]([C:8]2[CH:28]=[CH:27][C:11]([O:12][CH2:13][CH:14]3[CH2:19][CH2:18][N:17](C(OC(C)(C)C)=O)[CH2:16][CH2:15]3)=[C:10]([CH2:29][O:30][CH3:31])[CH:9]=2)[CH:5]=[C:4]([NH:32][CH3:33])[N:3]=1.[ClH:34], predict the reaction product. The product is: [ClH:34].[CH3:31][O:30][CH2:29][C:10]1[CH:9]=[C:8]([C:6]2[N:7]=[C:2]([NH2:1])[N:3]=[C:4]([NH:32][CH3:33])[CH:5]=2)[CH:28]=[CH:27][C:11]=1[O:12][CH2:13][CH:14]1[CH2:19][CH2:18][NH:17][CH2:16][CH2:15]1. (3) The product is: [CH2:9]([N:8]([CH2:11][C:12]1[CH:17]=[N:16][CH:15]=[C:14]([C:18]2[CH:19]=[C:20]3[C:24](=[CH:25][CH:26]=2)[N:23]([CH:27]2[CH2:32][CH2:31][CH2:30][CH2:29][O:28]2)[N:22]=[C:21]3[C:33]2[NH:34][C:35]([C:38]([NH:49][CH2:50][C:51]3[CH:52]=[N:53][CH:54]=[CH:55][CH:56]=3)=[O:40])=[CH:36][N:37]=2)[C:13]=1[CH3:41])[C:6](=[O:7])[O:5][C:1]([CH3:4])([CH3:3])[CH3:2])[CH3:10]. Given the reactants [C:1]([O:5][C:6]([N:8]([CH2:11][C:12]1[C:13]([CH3:41])=[C:14]([C:18]2[CH:19]=[C:20]3[C:24](=[CH:25][CH:26]=2)[N:23]([CH:27]2[CH2:32][CH2:31][CH2:30][CH2:29][O:28]2)[N:22]=[C:21]3[C:33]2[NH:34][C:35]([C:38]([OH:40])=O)=[CH:36][N:37]=2)[CH:15]=[N:16][CH:17]=1)[CH2:9][CH3:10])=[O:7])([CH3:4])([CH3:3])[CH3:2].CCN(CC)CC.[NH2:49][CH2:50][C:51]1[CH:52]=[N:53][CH:54]=[CH:55][CH:56]=1.CN(C(ON1N=NC2C=CC=NC1=2)=[N+](C)C)C.F[P-](F)(F)(F)(F)F, predict the reaction product. (4) Given the reactants [Br:1][C:2]1[N:3]([CH:31]([CH2:33][CH3:34])[CH3:32])[C:4]2[C:9]([N:10]=1)=[C:8]([C:11]1[CH:16]=[CH:15][CH:14]=[C:13]([O:17][Si](C(C)(C)C)(C)C)[CH:12]=1)[N:7]=[C:6]([N:25]1[CH2:30][CH2:29][O:28][CH2:27][CH2:26]1)[N:5]=2.CCCC[N+](CCCC)(CCCC)CCCC.[F-].CCOC(C)=O, predict the reaction product. The product is: [Br:1][C:2]1[N:3]([CH:31]([CH2:33][CH3:34])[CH3:32])[C:4]2[C:9]([N:10]=1)=[C:8]([C:11]1[CH:12]=[C:13]([OH:17])[CH:14]=[CH:15][CH:16]=1)[N:7]=[C:6]([N:25]1[CH2:26][CH2:27][O:28][CH2:29][CH2:30]1)[N:5]=2. (5) Given the reactants [F:1][C:2]([F:18])([F:17])[C:3]1[CH:8]=[C:7]([C:9]([F:12])([F:11])[F:10])[CH:6]=[CH:5][C:4]=1[C:13]#[C:14][CH2:15][OH:16], predict the reaction product. The product is: [F:1][C:2]([F:17])([F:18])[C:3]1[CH:8]=[C:7]([C:9]([F:10])([F:11])[F:12])[CH:6]=[CH:5][C:4]=1[CH2:13][CH2:14][CH2:15][OH:16]. (6) Given the reactants Br[C:2]1[C:3]2[N:4]([CH:18]=[CH:19][N:20]=2)[N:5]=[C:6]([C:8]2[CH:9]=[C:10]([CH:15]=[CH:16][CH:17]=2)[C:11]([O:13][CH3:14])=[O:12])[CH:7]=1.[CH3:21][CH:22]1[CH2:26][CH2:25][CH2:24][N:23]1[C:27]1[N:32]=[C:31]([NH2:33])[CH:30]=[CH:29][CH:28]=1.C1C=CC(P(C2C(C3C(P(C4C=CC=CC=4)C4C=CC=CC=4)=CC=C4C=3C=CC=C4)=C3C(C=CC=C3)=CC=2)C2C=CC=CC=2)=CC=1.C([O-])([O-])=O.[Cs+].[Cs+], predict the reaction product. The product is: [CH3:21][CH:22]1[CH2:26][CH2:25][CH2:24][N:23]1[C:27]1[N:32]=[C:31]([NH:33][C:2]2[C:3]3[N:4]([CH:18]=[CH:19][N:20]=3)[N:5]=[C:6]([C:8]3[CH:9]=[C:10]([CH:15]=[CH:16][CH:17]=3)[C:11]([O:13][CH3:14])=[O:12])[CH:7]=2)[CH:30]=[CH:29][CH:28]=1.